This data is from hERG Central: cardiac toxicity at 1µM, 10µM, and general inhibition. The task is: Predict hERG channel inhibition at various concentrations. (1) The compound is N=c1c(C(=O)NCc2ccco2)cc2c(=O)n3ccccc3nc2n1Cc1ccc(Cl)cc1. Results: hERG_inhib (hERG inhibition (general)): blocker. (2) The molecule is CCOc1ccccc1NC(=O)CN1CCC(C(=O)c2ccc(OC)cc2)CC1. Results: hERG_inhib (hERG inhibition (general)): blocker. (3) The drug is CN(C)/C=C/C(=O)c1ccc2noc(-c3ccccc3)c2c1. Results: hERG_inhib (hERG inhibition (general)): blocker. (4) The drug is O=C(COC(=O)c1cc([N+](=O)[O-])ccc1N1CCOCC1)NCc1ccc(F)cc1. Results: hERG_inhib (hERG inhibition (general)): blocker. (5) The drug is COc1ccccc1NS(=O)(=O)c1ccc(-c2cc(C)no2)s1. Results: hERG_inhib (hERG inhibition (general)): blocker. (6) Results: hERG_inhib (hERG inhibition (general)): blocker. The compound is CCCCN(CCCC)CC(O)CN(c1cc([N+](=O)[O-])ccc1OC)S(=O)(=O)c1ccccc1. (7) The molecule is CC(C)c1ccc(/C=C(\NC(=O)c2ccccc2)C(=O)NCCN2CCOCC2)cc1. Results: hERG_inhib (hERG inhibition (general)): blocker.